From a dataset of Catalyst prediction with 721,799 reactions and 888 catalyst types from USPTO. Predict which catalyst facilitates the given reaction. (1) Reactant: O.[OH-].[Li+].C[O:5][C:6](=[O:28])[C:7]1[CH:12]=[CH:11][C:10]([CH2:13][C:14]([N:16]2[CH2:21][CH2:20][N:19]([CH2:22][CH:23]3[CH2:26][CH2:25][CH2:24]3)[CH2:18][CH2:17]2)=[O:15])=[C:9]([CH3:27])[CH:8]=1. Product: [CH:23]1([CH2:22][N:19]2[CH2:18][CH2:17][N:16]([C:14](=[O:15])[CH2:13][C:10]3[CH:11]=[CH:12][C:7]([C:6]([OH:28])=[O:5])=[CH:8][C:9]=3[CH3:27])[CH2:21][CH2:20]2)[CH2:26][CH2:25][CH2:24]1. The catalyst class is: 20. (2) Reactant: [F:1][C:2]([F:39])([F:38])[C:3]1[CH:4]=[C:5]([C@H:13]2[O:17][C:16](=[O:18])[N:15]([CH2:19][C:20]3[CH:25]=[C:24]([C:26]([F:29])([F:28])[F:27])[CH:23]=[CH:22][C:21]=3[C:30]3[S:31][CH:32]=[C:33]([CH:35]=[O:36])[N:34]=3)[C@H:14]2[CH3:37])[CH:6]=[C:7]([C:9]([F:12])([F:11])[F:10])[CH:8]=1.[CH3:40][Mg+].[Br-]. Product: [F:39][C:2]([F:1])([F:38])[C:3]1[CH:4]=[C:5]([C@H:13]2[O:17][C:16](=[O:18])[N:15]([CH2:19][C:20]3[CH:25]=[C:24]([C:26]([F:28])([F:29])[F:27])[CH:23]=[CH:22][C:21]=3[C:30]3[S:31][CH:32]=[C:33]([CH:35]([OH:36])[CH3:40])[N:34]=3)[C@H:14]2[CH3:37])[CH:6]=[C:7]([C:9]([F:12])([F:11])[F:10])[CH:8]=1. The catalyst class is: 28. (3) Reactant: I[C:2]1[CH:3]=[N:4][N:5]([CH3:7])[CH:6]=1.C([Li])CCC.CON(C)[C:16]([CH:18]1[CH2:23][CH2:22][N:21]([C:24]([O:26][C:27]([CH3:30])([CH3:29])[CH3:28])=[O:25])[CH2:20][CH2:19]1)=[O:17]. Product: [CH3:7][N:5]1[CH:6]=[C:2]([C:16]([CH:18]2[CH2:23][CH2:22][N:21]([C:24]([O:26][C:27]([CH3:30])([CH3:29])[CH3:28])=[O:25])[CH2:20][CH2:19]2)=[O:17])[CH:3]=[N:4]1. The catalyst class is: 1. (4) Reactant: [C:1]([O:5][C:6]([N:8]1[CH2:13][CH2:12][CH2:11][CH:10]([C:14]([OH:16])=O)[CH2:9]1)=[O:7])([CH3:4])([CH3:3])[CH3:2].Cl.[C:18]1([CH2:24][CH2:25][CH2:26][CH:27]([NH2:37])[CH2:28][CH2:29][CH2:30][C:31]2[CH:36]=[CH:35][CH:34]=[CH:33][CH:32]=2)[CH:23]=[CH:22][CH:21]=[CH:20][CH:19]=1.C(N(CC)CC)C.Cl.CN(C)CCCN=C=NCC. Product: [C:1]([O:5][C:6]([N:8]1[CH2:13][CH2:12][CH2:11][CH:10]([C:14](=[O:16])[NH:37][CH:27]([CH2:26][CH2:25][CH2:24][C:18]2[CH:19]=[CH:20][CH:21]=[CH:22][CH:23]=2)[CH2:28][CH2:29][CH2:30][C:31]2[CH:32]=[CH:33][CH:34]=[CH:35][CH:36]=2)[CH2:9]1)=[O:7])([CH3:2])([CH3:3])[CH3:4]. The catalyst class is: 2.